Dataset: Catalyst prediction with 721,799 reactions and 888 catalyst types from USPTO. Task: Predict which catalyst facilitates the given reaction. (1) Reactant: [Sn](Cl)(Cl)(Cl)Cl.[S:6]1[C:10]([CH2:11][C:12]2[O:16][C:15]([CH3:17])=[C:14]([CH3:18])[CH:13]=2)=[CH:9][C:8]2[CH:19]=[CH:20][CH:21]=[CH:22][C:7]1=2.[C:23](Cl)(=O)[C:24]1[CH:29]=[CH:28][C:27]([O:30][CH3:31])=[CH:26][CH:25]=1. Product: [CH3:31][O:30][C:27]1[CH:28]=[CH:29][C:24]([C:23]2[C:9]3[C:8]4[C:7](=[CH:22][CH:21]=[CH:20][CH:19]=4)[S:6][C:10]=3[CH:11]=[C:12]3[O:16][C:15]([CH3:17])=[C:14]([CH3:18])[C:13]=23)=[CH:25][CH:26]=1. The catalyst class is: 534. (2) Reactant: [NH2:1][C:2]1[CH:10]=[CH:9][C:8]([I:11])=[CH:7][C:3]=1[C:4]([OH:6])=O.[F:12][C:13]([F:24])([F:23])[C:14](=O)[CH2:15][C:16]1[CH:21]=[CH:20][CH:19]=[CH:18][CH:17]=1.CS(O)(=O)=O.O=P12OP3(OP(OP(O3)(O1)=O)(=O)O2)=O.[OH-].[Na+].[NH4+].[OH-]. Product: [I:11][C:8]1[CH:7]=[C:3]2[C:2](=[CH:10][CH:9]=1)[N:1]=[C:14]([C:13]([F:23])([F:24])[F:12])[C:15]([C:16]1[CH:21]=[CH:20][CH:19]=[CH:18][CH:17]=1)=[C:4]2[OH:6]. The catalyst class is: 2. (3) Reactant: COC[O:4][C:5]1[C:10]([CH3:11])=[CH:9][CH:8]=[C:7]([O:12][CH2:13][O:14][CH3:15])[C:6]=1[C:16]1([C:19](OCC)=[O:20])[CH2:18][CH2:17]1.O.[H-].[Na+].C(Cl)OC.[H-].[H-].[H-].[H-].[Li+].[Al+3]. Product: [OH:20][CH2:19][C:16]1([C:6]2[C:7]([O:12][CH2:13][O:14][CH3:15])=[CH:8][CH:9]=[C:10]([CH3:11])[C:5]=2[OH:4])[CH2:17][CH2:18]1. The catalyst class is: 8. (4) Reactant: [CH2:1]([O:3][C:4](=[O:14])[C:5]([CH3:13])([CH:7]1[CH2:12][CH2:11][NH:10][CH2:9][CH2:8]1)[CH3:6])[CH3:2].C(N(CC)CC)C.[C:22](Cl)(=[O:24])[CH3:23]. Product: [CH2:1]([O:3][C:4](=[O:14])[C:5]([CH:7]1[CH2:12][CH2:11][N:10]([C:22](=[O:24])[CH3:23])[CH2:9][CH2:8]1)([CH3:13])[CH3:6])[CH3:2]. The catalyst class is: 2.